This data is from Reaction yield outcomes from USPTO patents with 853,638 reactions. The task is: Predict the reaction yield, written as a fraction of the theoretical maximum amount of product (1.0 means a 100% yield; for example, 0.34 means a 34% yield). (1) The reactants are [N+:1]([C:4]1[NH:8][N:7]=[C:6]([C:9]([OH:11])=[O:10])[CH:5]=1)([O-:3])=[O:2].S(Cl)(Cl)=O.[CH3:16]O. No catalyst specified. The product is [CH3:16][O:10][C:9]([C:6]1[NH:7][N:8]=[C:4]([N+:1]([O-:3])=[O:2])[CH:5]=1)=[O:11]. The yield is 0.860. (2) The reactants are [CH2:1]([O:3][C:4](=[O:15])[C:5]([OH:14])([C:10]([F:13])([F:12])[F:11])[CH2:6][C:7](Br)=[CH2:8])[CH3:2].[F:16][C:17]1[CH:18]=[C:19](B(O)O)[CH:20]=[C:21](OC)[CH:22]=1.[C:28](=[O:31])([O-])[O-].[Na+].[Na+]. The catalyst is C1(C)C=CC=CC=1.C(O)C.[Cl-].[NH4+].C1C=CC([P]([Pd]([P](C2C=CC=CC=2)(C2C=CC=CC=2)C2C=CC=CC=2)([P](C2C=CC=CC=2)(C2C=CC=CC=2)C2C=CC=CC=2)[P](C2C=CC=CC=2)(C2C=CC=CC=2)C2C=CC=CC=2)(C2C=CC=CC=2)C2C=CC=CC=2)=CC=1. The product is [CH2:1]([O:3][C:4](=[O:15])[C:5]([OH:14])([C:10]([F:13])([F:12])[F:11])[CH2:6][C:7]([C:19]1[CH:18]=[C:17]([F:16])[CH:22]=[CH:21][C:20]=1[O:31][CH3:28])=[CH2:8])[CH3:2]. The yield is 0.480.